This data is from Reaction yield outcomes from USPTO patents with 853,638 reactions. The task is: Predict the reaction yield, written as a fraction of the theoretical maximum amount of product (1.0 means a 100% yield; for example, 0.34 means a 34% yield). (1) The reactants are [C:1](Cl)(=[O:8])[C:2]1[CH:7]=[CH:6][CH:5]=[CH:4][CH:3]=1.[OH:10][CH:11]([CH2:33][O:34][C:35]([C:48]1[CH:53]=[CH:52][CH:51]=[CH:50][CH:49]=1)([C:42]1[CH:47]=[CH:46][CH:45]=[CH:44][CH:43]=1)[C:36]1[CH:41]=[CH:40][CH:39]=[CH:38][CH:37]=1)[CH2:12][NH:13][C:14](=[O:32])[CH2:15][CH2:16][CH2:17][CH2:18][CH2:19][CH2:20][CH2:21]/[CH:22]=[CH:23]\[CH2:24][CH2:25][CH2:26][CH2:27][CH2:28][CH2:29][CH2:30][CH3:31]. The catalyst is ClCCl.N1C=CC=CC=1. The product is [C:1]([O:10][CH:11]([CH2:33][O:34][C:35]([C:48]1[CH:49]=[CH:50][CH:51]=[CH:52][CH:53]=1)([C:42]1[CH:43]=[CH:44][CH:45]=[CH:46][CH:47]=1)[C:36]1[CH:41]=[CH:40][CH:39]=[CH:38][CH:37]=1)[CH2:12][NH:13][C:14](=[O:32])[CH2:15][CH2:16][CH2:17][CH2:18][CH2:19][CH2:20][CH2:21]/[CH:22]=[CH:23]\[CH2:24][CH2:25][CH2:26][CH2:27][CH2:28][CH2:29][CH2:30][CH3:31])(=[O:8])[C:2]1[CH:7]=[CH:6][CH:5]=[CH:4][CH:3]=1. The yield is 0.870. (2) The reactants are CO[C:3]1[CH:4]=[C:5]([N+:12]([O-])=O)[C:6]([CH2:9][C:10]#N)=[N:7][CH:8]=1.C[CH2:16][OH:17].CCOC(C)=O. The catalyst is [Pd]. The product is [CH3:16][O:17][C:8]1[N:7]=[C:6]2[CH:9]=[CH:10][NH:12][C:5]2=[CH:4][CH:3]=1. The yield is 0.950. (3) The reactants are [CH2:1]([N:4]1[CH2:7][CH:6]([C:8]2[CH:13]=[CH:12][C:11]([NH2:14])=[CH:10][CH:9]=2)[CH2:5]1)[CH2:2][CH3:3].[F:15][CH2:16][CH2:17][C:18]1[CH:23]=[CH:22][C:21]([S:24](Cl)(=[O:26])=[O:25])=[CH:20][CH:19]=1. The catalyst is C(Cl)Cl.N1C=CC=CC=1. The product is [F:15][CH2:16][CH2:17][C:18]1[CH:19]=[CH:20][C:21]([S:24]([NH:14][C:11]2[CH:10]=[CH:9][C:8]([CH:6]3[CH2:5][N:4]([CH2:1][CH2:2][CH3:3])[CH2:7]3)=[CH:13][CH:12]=2)(=[O:26])=[O:25])=[CH:22][CH:23]=1. The yield is 0.0600. (4) The reactants are [NH2:1][C:2]1[CH:6]=[C:5]([C:7]2[CH:12]=[C:11]([F:13])[C:10]([F:14])=[C:9]([F:15])[CH:8]=2)[S:4][C:3]=1[C:16]([NH:18][C:19]1([C:25]([O:27]C)=[O:26])[CH2:24][CH2:23][CH2:22][CH2:21][CH2:20]1)=[O:17].[N:29]([C:32]1[C:37]([CH3:38])=[CH:36][C:35]([CH3:39])=[CH:34][C:33]=1[CH3:40])=[C:30]=[O:31].CO. The catalyst is N1C=CC=CC=1. The product is [F:13][C:11]1[CH:12]=[C:7]([C:5]2[S:4][C:3]([C:16]([NH:18][C:19]3([C:25]([OH:27])=[O:26])[CH2:20][CH2:21][CH2:22][CH2:23][CH2:24]3)=[O:17])=[C:2]([NH:1][C:30]([NH:29][C:32]3[C:33]([CH3:40])=[CH:34][C:35]([CH3:39])=[CH:36][C:37]=3[CH3:38])=[O:31])[CH:6]=2)[CH:8]=[C:9]([F:15])[C:10]=1[F:14]. The yield is 0.840. (5) The reactants are [CH2:1]([N:8]1[CH2:14][C:13]2[N:15]=[CH:16][C:17](Cl)=[N:18][C:12]=2[O:11][CH2:10][CH2:9]1)[C:2]1[CH:7]=[CH:6][CH:5]=[CH:4][CH:3]=1.[C:20]1(B(O)O)[CH2:24][CH2:23][CH2:22][CH:21]=1.C(=O)([O-])[O-].[Na+].[Na+].O. The catalyst is COCCOC.C1C=CC([P]([Pd]([P](C2C=CC=CC=2)(C2C=CC=CC=2)C2C=CC=CC=2)([P](C2C=CC=CC=2)(C2C=CC=CC=2)C2C=CC=CC=2)[P](C2C=CC=CC=2)(C2C=CC=CC=2)C2C=CC=CC=2)(C2C=CC=CC=2)C2C=CC=CC=2)=CC=1. The product is [CH2:1]([N:8]1[CH2:14][C:13]2[N:15]=[CH:16][C:17]([C:20]3[CH2:24][CH2:23][CH2:22][CH:21]=3)=[N:18][C:12]=2[O:11][CH2:10][CH2:9]1)[C:2]1[CH:7]=[CH:6][CH:5]=[CH:4][CH:3]=1. The yield is 0.680. (6) The catalyst is COCCOC.O.[Cu]I.C1C=CC([P]([Pd]([P](C2C=CC=CC=2)(C2C=CC=CC=2)C2C=CC=CC=2)([P](C2C=CC=CC=2)(C2C=CC=CC=2)C2C=CC=CC=2)[P](C2C=CC=CC=2)(C2C=CC=CC=2)C2C=CC=CC=2)(C2C=CC=CC=2)C2C=CC=CC=2)=CC=1. The reactants are [NH2:1][C:2]1[CH:9]=[CH:8][CH:7]=[C:6](Br)[C:3]=1[C:4]#[N:5].[CH3:11][C:12]([CH3:16])([CH3:15])[C:13]#[CH:14].C([O-])([O-])=O.[K+].[K+]. The product is [NH2:1][C:2]1[CH:9]=[CH:8][CH:7]=[C:6]([C:14]#[C:13][C:12]([CH3:16])([CH3:15])[CH3:11])[C:3]=1[C:4]#[N:5]. The yield is 0.930. (7) The reactants are [NH2:1][CH:2]1[CH2:7][C@@H:6]([C:8]2[C:13]([F:14])=[CH:12][CH:11]=[C:10]([F:15])[C:9]=2[F:16])[C@@H:5]([CH3:17])[N:4]([CH2:18][C:19]([F:22])([F:21])[F:20])[C:3]1=[O:23].[NH:24]1[C:32]2[C:27](=[CH:28][CH:29]=[CH:30][CH:31]=2)[CH:26]=[C:25]1[C:33]([OH:35])=[O:34]. The catalyst is C(OC(C)C)(=O)C.C1COCC1.ClC1C(O)=C(C=C(Cl)C=1)C=O. The product is [NH:24]1[C:32]2[C:27](=[CH:28][CH:29]=[CH:30][CH:31]=2)[CH:26]=[C:25]1[C:33]([O-:35])=[O:34].[CH3:17][C@H:5]1[N:4]([CH2:18][C:19]([F:20])([F:22])[F:21])[C:3](=[O:23])[C@@H:2]([NH3+:1])[CH2:7][C@H:6]1[C:8]1[C:13]([F:14])=[CH:12][CH:11]=[C:10]([F:15])[C:9]=1[F:16]. The yield is 0.790. (8) The catalyst is C1COCC1. The product is [O:15]1[CH2:20][CH2:19][CH2:18][CH2:17][CH:16]1[O:14][CH2:13][C:10]1([N:7]2[C:6]3[N:1]=[CH:2][N:3]=[CH:4][C:5]=3[CH:9]=[CH:8]2)[CH2:11][CH2:12]1. The yield is 0.900. The reactants are [N:1]1[C:6]2[N:7]([C:10]3([CH2:13][OH:14])[CH2:12][CH2:11]3)[CH:8]=[CH:9][C:5]=2[CH:4]=[N:3][CH:2]=1.[O:15]1[CH:20]=[CH:19][CH2:18][CH2:17][CH2:16]1.CC1C=CC(S(O)(=O)=O)=CC=1. (9) The reactants are Cl.O1CCOCC1.[C:8]([C:10]1[CH:11]=[C:12]([CH:24]=[CH:25][C:26]=1[F:27])[C:13]([NH:15][NH:16]C(OC(C)(C)C)=O)=[O:14])#[N:9]. The catalyst is CO. The product is [C:8]([C:10]1[CH:11]=[C:12]([CH:24]=[CH:25][C:26]=1[F:27])[C:13]([NH:15][NH2:16])=[O:14])#[N:9]. The yield is 0.890. (10) The reactants are [C:1]([C:3]1[S:4][C:5]2[C:11]([C:12]#[N:13])=[C:10](/[N:14]=[CH:15]/[N:16](C)C)[CH:9]=[CH:8][C:6]=2[N:7]=1)#[N:2].[N:19]1([C:24]2[CH:30]=[CH:29][C:27](N)=[CH:26][CH:25]=2)[CH2:23][CH2:22][CH2:21][CH2:20]1.[K+].[Br-]. The catalyst is C(Cl)Cl.CCOC(C)=O. The product is [N:19]1([C:24]2[CH:30]=[CH:29][C:27]([NH:13][C:12]3[C:11]4[C:10](=[CH:9][CH:8]=[C:6]5[N:7]=[C:3]([C:1]#[N:2])[S:4][C:5]5=4)[N:14]=[CH:15][N:16]=3)=[CH:26][CH:25]=2)[CH2:23][CH2:22][CH2:21][CH2:20]1. The yield is 0.480.